Dataset: Full USPTO retrosynthesis dataset with 1.9M reactions from patents (1976-2016). Task: Predict the reactants needed to synthesize the given product. (1) Given the product [N+:10]([C:13]1[CH:18]=[C:17]([C:19]2[O:3][C:2]3[CH:4]=[C:5]([OH:6])[CH:7]=[CH:8][C:9]=3[N:22]=2)[CH:16]=[CH:15][N:14]=1)([O-:12])=[O:11], predict the reactants needed to synthesize it. The reactants are: Cl.[C:2]1([CH:9]=[CH:8][CH:7]=[C:5]([OH:6])[CH:4]=1)[OH:3].[N+:10]([C:13]1[CH:18]=[C:17]([CH:19]=O)[CH:16]=[CH:15][N:14]=1)([O-:12])=[O:11].C(C1C(=O)C(Cl)=C(Cl)C(=O)C=1C#N)#[N:22]. (2) Given the product [C:39]1([C:48]2[CH:49]=[CH:50][CH:51]=[CH:52][CH:53]=2)[CH:44]=[CH:43][C:42]([N:23]2[CH2:22][C:21]([CH3:35])([CH3:34])[C:20]3[N:19]=[C:18]([CH:36]([CH3:38])[CH3:37])[C:17]([CH:12]([O:11][C:7]([CH3:10])([CH3:9])[CH3:8])[C:13]([O:15][CH3:16])=[O:14])=[C:26]([C:27]4[CH:32]=[CH:31][C:30]([F:33])=[CH:29][CH:28]=4)[C:25]=3[CH2:24]2)=[CH:41][CH:40]=1, predict the reactants needed to synthesize it. The reactants are: N1C=CC=CC=1.[C:7]([O:11][CH:12]([C:17]1[C:18]([CH:36]([CH3:38])[CH3:37])=[N:19][C:20]2[C:21]([CH3:35])([CH3:34])[CH2:22][NH:23][CH2:24][C:25]=2[C:26]=1[C:27]1[CH:32]=[CH:31][C:30]([F:33])=[CH:29][CH:28]=1)[C:13]([O:15][CH3:16])=[O:14])([CH3:10])([CH3:9])[CH3:8].[C:39]1([C:48]2[CH:53]=[CH:52][CH:51]=[CH:50][CH:49]=2)[CH:44]=[CH:43][C:42](B(O)O)=[CH:41][CH:40]=1. (3) Given the product [I:1][CH2:20][CH2:19][CH2:18][CH2:17][C:14]1[CH:15]=[CH:16][C:11]([O:10][CH2:3][C:4]2[CH:9]=[CH:8][CH:7]=[CH:6][CH:5]=2)=[CH:12][CH:13]=1, predict the reactants needed to synthesize it. The reactants are: [I-:1].[Na+].[CH2:3]([O:10][C:11]1[CH:16]=[CH:15][C:14]([CH2:17][CH2:18][CH2:19][CH2:20]CS([O-])(=O)=O)=[CH:13][CH:12]=1)[C:4]1[CH:9]=[CH:8][CH:7]=[CH:6][CH:5]=1. (4) Given the product [Cl:1][C:2]1[C:3]([C:4]#[N:5])=[CH:6][C:7]2[N:13]([CH2:14][CH:15]3[CH2:30][CH2:29][CH2:28][C:17]4([O:21][C:20](=[O:22])[N:19]([CH2:23][C:24]([CH3:27])([CH3:25])[CH3:26])[CH2:18]4)[CH2:16]3)[CH:33]=[N:10][C:8]=2[CH:9]=1, predict the reactants needed to synthesize it. The reactants are: [Cl:1][C:2]1[CH:9]=[C:8]([N+:10]([O-])=O)[C:7]([NH:13][CH2:14][CH:15]2[CH2:30][CH2:29][CH2:28][C:17]3([O:21][C:20](=[O:22])[N:19]([CH2:23][C:24]([CH3:27])([CH3:26])[CH3:25])[CH2:18]3)[CH2:16]2)=[CH:6][C:3]=1[C:4]#[N:5].[Cl-].[NH4+].[CH:33](O)=O.C(OC)(OC)OC.C(O)(C(F)(F)F)=O. (5) Given the product [CH3:21][O:14][C:13]([C:6]1[CH:5]=[C:4]([OH:16])[C:3]2[C:8](=[CH:9][C:10]([Cl:12])=[CH:11][C:2]=2[Cl:1])[CH:7]=1)=[O:15], predict the reactants needed to synthesize it. The reactants are: [Cl:1][C:2]1[CH:11]=[C:10]([Cl:12])[CH:9]=[C:8]2[C:3]=1[C:4]([OH:16])=[CH:5][C:6]([C:13]([OH:15])=[O:14])=[CH:7]2.S(Cl)(Cl)=O.[CH3:21]O. (6) Given the product [CH:7]1([C:13]2[CH:44]=[CH:43][C:16]([CH2:17][N:18]([C:19]3[CH:24]=[CH:23][C:22]([C:25]4[N:26]=[C:27]([N:30]([CH2:32][C:33]5[CH:34]=[CH:35][C:36]([C:37]([O:39][CH3:40])=[O:38])=[CH:41][CH:42]=5)[CH3:31])[S:28][CH:29]=4)=[CH:21][CH:20]=3)[CH3:1])=[CH:15][CH:14]=2)[CH2:12][CH2:11][CH2:10][CH2:9][CH2:8]1, predict the reactants needed to synthesize it. The reactants are: [CH3:1]N(C)C(=O)C.[CH:7]1([C:13]2[CH:44]=[CH:43][C:16]([CH2:17][NH:18][C:19]3[CH:24]=[CH:23][C:22]([C:25]4[N:26]=[C:27]([N:30]([CH2:32][C:33]5[CH:42]=[CH:41][C:36]([C:37]([O:39][CH3:40])=[O:38])=[CH:35][CH:34]=5)[CH3:31])[S:28][CH:29]=4)=[CH:21][CH:20]=3)=[CH:15][CH:14]=2)[CH2:12][CH2:11][CH2:10][CH2:9][CH2:8]1.C(=O)([O-])[O-].[K+].[K+].S(OC)(OC)(=O)=O. (7) Given the product [C:31]([N:34]1[CH2:39][CH2:38][N:37]([C:19]([C:13]2[S:12][C:11]3=[N:10][C@:9]([C:23]4[CH:28]=[CH:27][C:26]([Cl:29])=[CH:25][CH:24]=4)([CH3:22])[C@@H:8]([C:5]4[CH:6]=[CH:7][C:2]([Cl:1])=[CH:3][CH:4]=4)[N:15]3[C:14]=2[CH:16]([CH3:18])[CH3:17])=[O:21])[CH2:36][C@H:35]1[CH3:40])(=[O:33])[CH3:32], predict the reactants needed to synthesize it. The reactants are: [Cl:1][C:2]1[CH:7]=[CH:6][C:5]([C@H:8]2[N:15]3[C:11]([S:12][C:13]([C:19]([OH:21])=O)=[C:14]3[CH:16]([CH3:18])[CH3:17])=[N:10][C@:9]2([C:23]2[CH:28]=[CH:27][C:26]([Cl:29])=[CH:25][CH:24]=2)[CH3:22])=[CH:4][CH:3]=1.Cl.[C:31]([N:34]1[CH2:39][CH2:38][NH:37][CH2:36][C@H:35]1[CH3:40])(=[O:33])[CH3:32]. (8) Given the product [OH:1][C:2]1[CH:3]=[C:4]([CH:8]=[C:9]([C:11]([F:12])([F:13])[F:14])[CH:10]=1)[C:5]([O:7][CH3:17])=[O:6], predict the reactants needed to synthesize it. The reactants are: [OH:1][C:2]1[CH:3]=[C:4]([CH:8]=[C:9]([C:11]([F:14])([F:13])[F:12])[CH:10]=1)[C:5]([OH:7])=[O:6].Cl.O1CCOC[CH2:17]1. (9) Given the product [Cl:18][C:19]1[CH:28]=[CH:27][CH:26]=[C:25]2[C:20]=1[CH:21]=[CH:22][C:23]([S:29]([N:11]1[CH2:12][CH2:13][N:8]([C:5]3[CH:6]=[CH:7][C:2]([F:1])=[CH:3][C:4]=3[C:14]([F:16])([F:15])[F:17])[CH2:9][CH2:10]1)(=[O:30])=[O:31])=[CH:24]2, predict the reactants needed to synthesize it. The reactants are: [F:1][C:2]1[CH:7]=[CH:6][C:5]([N:8]2[CH2:13][CH2:12][NH:11][CH2:10][CH2:9]2)=[C:4]([C:14]([F:17])([F:16])[F:15])[CH:3]=1.[Cl:18][C:19]1[CH:28]=[CH:27][CH:26]=[C:25]2[C:20]=1[CH:21]=[CH:22][C:23]([S:29](Cl)(=[O:31])=[O:30])=[CH:24]2.C(N(C(C)C)CC)(C)C.